Dataset: Experimentally validated miRNA-target interactions with 360,000+ pairs, plus equal number of negative samples. Task: Binary Classification. Given a miRNA mature sequence and a target amino acid sequence, predict their likelihood of interaction. (1) The miRNA is hsa-miR-4795-5p with sequence AGAAGUGGCUAAUAAUAUUGA. Result: 0 (no interaction). The protein sequence of the target gene is MRRQWGSAMRAAEQAGCMVSASRAGQPEAGPWSCSGVILSRSPGLVLCHGGIFVPFLRAGSEVLTAAGAVFLPGDSCRDDLRLHVQWAPTAAGPGGGAERGRPGLCTPQCASLEPGPPAPSRGRPLQPRLPAELLLLLSCPAFWAHFARLFGDEAAEQWRFSSAARDDEVSEDEEADQLRALGWFALLGVRLGQEEVEEERGPAMAVSPLGAVPKGAPLLVCGSPFGAFCPDIFLNTLSCGVLSNVAGPLLLTDARCLPGTEGGGVFTARPAGALVALVVAPLCWKAGEWVGFTLLCAAA.... (2) Result: 0 (no interaction). The protein sequence of the target gene is MAGPGAWKRLKSLLRKDDTPLFLNDTSAFDFSDEVSDEGLSRFNKLRVVVADDDSEAPERPVNGAHPALQADDDSLLDQDLPLTNSQLSLKMDPCDNCSKRRELLKQRKVKTRLTIAAVLYLLFMIGELVGGYMANSLAIMTDALHMLTDLSAIILTLLALWLSSKSPTRRFTFGFHRLEVLSAMISVMLVYVLMGFLLYEAVQRTIHMNYEINGDVMLITAAVGVAVNVIMGFLLNQSGHHHSHAHSHSLPSNSPSMVSSGHNHGQDSLAVRAAFVHALGDLVQSVGVLIAAYIIRFKP.... The miRNA is hsa-miR-452-5p with sequence AACUGUUUGCAGAGGAAACUGA.